Dataset: Forward reaction prediction with 1.9M reactions from USPTO patents (1976-2016). Task: Predict the product of the given reaction. (1) The product is: [Br:1][C:2]1[CH:3]=[C:4]([C:5](=[O:7])[CH2:22][C:20]2[CH:19]=[CH:18][CH:17]=[C:16]([Cl:15])[N:21]=2)[CH:10]=[CH:11][C:12]=1[O:13][CH3:14]. Given the reactants [Br:1][C:2]1[CH:3]=[C:4]([CH:10]=[CH:11][C:12]=1[O:13][CH3:14])[C:5]([O:7]CC)=O.[Cl:15][C:16]1[N:21]=[C:20]([CH3:22])[CH:19]=[CH:18][CH:17]=1, predict the reaction product. (2) Given the reactants C[O:2][C:3]1[CH:16]=[CH:15][C:6]2[CH:7]=[C:8]([C:10]([O:12][CH2:13][CH3:14])=[O:11])[S:9][C:5]=2[CH:4]=1.C(Cl)Cl.B(Br)(Br)Br, predict the reaction product. The product is: [OH:2][C:3]1[CH:16]=[CH:15][C:6]2[CH:7]=[C:8]([C:10]([O:12][CH2:13][CH3:14])=[O:11])[S:9][C:5]=2[CH:4]=1. (3) Given the reactants C([N:8]1[CH2:13][CH2:12][O:11][C@H:10]([CH2:14][C:15]2[CH:20]=[CH:19][C:18]([OH:21])=[C:17]([Cl:22])[CH:16]=2)[CH2:9]1)(OC(C)(C)C)=O.C(N1CCO[C@H](CC2C=CC=C(C=CC3C=NC=CC=3)C=2)C1)(O[C:26](C)([CH3:28])[CH3:27])=O.ICCC.C(O)(C(F)(F)F)=O, predict the reaction product. The product is: [Cl:22][C:17]1[CH:16]=[C:15]([CH:20]=[CH:19][C:18]=1[O:21][CH2:27][CH2:26][CH3:28])[CH2:14][C@H:10]1[O:11][CH2:12][CH2:13][NH:8][CH2:9]1.